This data is from Catalyst prediction with 721,799 reactions and 888 catalyst types from USPTO. The task is: Predict which catalyst facilitates the given reaction. (1) Reactant: [F:1][C:2]1[C:14]([NH:15][CH2:16][C:17]2[CH:22]=[C:21]([C:23]3[CH:28]=[CH:27][CH:26]=[C:25]([F:29])[CH:24]=3)[CH:20]=[CH:19][C:18]=2[F:30])=[C:13]([F:31])[CH:12]=[CH:11][C:3]=1[O:4][CH2:5][C:6]([O:8][CH2:9]C)=[O:7].C([O-])([O-])=O.[K+].[K+].Cl. Product: [F:1][C:2]1[C:14]([NH:15][CH2:16][C:17]2[CH:22]=[C:21]([C:23]3[CH:28]=[CH:27][CH:26]=[C:25]([F:29])[CH:24]=3)[CH:20]=[CH:19][C:18]=2[F:30])=[C:13]([F:31])[CH:12]=[CH:11][C:3]=1[O:4][CH2:5][C:6]([O:8][CH3:9])=[O:7]. The catalyst class is: 24. (2) Reactant: [F:1][C:2]1[CH:31]=[CH:30][C:5]2[C:6]([CH:9]3[CH2:14][CH2:13][N:12]([CH2:15][CH2:16][C:17]4[C:22](=[O:23])[N:21]5[CH2:24][CH2:25][CH2:26][C:27](=[O:28])[C:20]5=[N:19][C:18]=4[CH3:29])[CH2:11][CH2:10]3)=[N:7][O:8][C:4]=2[CH:3]=1.[BH4-].[Na+]. Product: [CH3:29][C:18]1[N:19]=[C:20]2[N:21]([CH2:24][CH2:25][CH2:26][CH:27]2[OH:28])[C:22](=[O:23])[C:17]=1[CH2:16][CH2:15][N:12]1[CH2:13][CH2:14][CH:9]([C:6]2[C:5]3[CH:30]=[CH:31][C:2]([F:1])=[CH:3][C:4]=3[O:8][N:7]=2)[CH2:10][CH2:11]1. The catalyst class is: 138. (3) The catalyst class is: 23. Reactant: Br[CH2:2][CH2:3][CH:4]([C:8]1[S:9][C:10]2[CH:17]=[C:16]([C:18]([F:21])([F:20])[F:19])[CH:15]=[CH:14][C:11]=2[C:12]=1[CH3:13])[CH2:5][CH2:6][CH3:7].C(=O)([O-])[O-].[Cs+].[Cs+].[SH:28][C:29]1[CH:34]=[CH:33][C:32]([O:35][CH2:36][C:37]([O:39][CH2:40][CH3:41])=[O:38])=[C:31]([CH3:42])[CH:30]=1. Product: [CH3:42][C:31]1[CH:30]=[C:29]([S:28][CH2:2][CH2:3][CH:4]([C:8]2[S:9][C:10]3[CH:17]=[C:16]([C:18]([F:21])([F:20])[F:19])[CH:15]=[CH:14][C:11]=3[C:12]=2[CH3:13])[CH2:5][CH2:6][CH3:7])[CH:34]=[CH:33][C:32]=1[O:35][CH2:36][C:37]([O:39][CH2:40][CH3:41])=[O:38]. (4) Reactant: [O:1]1[CH:5]=[CH:4][N:3]=[C:2]1[CH2:6][C:7]1[CH:12]=[C:11]([NH:13]C(=O)C(F)(F)F)[CH:10]=[CH:9][C:8]=1[S:20](Cl)(=[O:22])=[O:21].[NH2:24][C:25]1[CH:26]=[CH:27][C:28]2[CH2:32][O:31][B:30]([OH:33])[C:29]=2[CH:34]=1.N1C=CC=CC=1. Product: [NH2:13][C:11]1[CH:10]=[CH:9][C:8]([S:20]([NH:24][C:25]2[CH:26]=[CH:27][C:28]3[CH2:32][O:31][B:30]([OH:33])[C:29]=3[CH:34]=2)(=[O:21])=[O:22])=[C:7]([CH2:6][C:2]2[O:1][CH:5]=[CH:4][N:3]=2)[CH:12]=1. The catalyst class is: 10. (5) Product: [CH2:1]([N:4]1[CH2:10][CH2:9][C:8]2[CH:11]=[CH:12][C:13]([NH:15][S:26]([C:23]3[CH:22]=[CH:21][C:20]([NH:19][C:16](=[O:18])[CH3:17])=[CH:25][CH:24]=3)(=[O:28])=[O:27])=[CH:14][C:7]=2[CH2:6][CH2:5]1)[CH2:2][CH3:3]. Reactant: [CH2:1]([N:4]1[CH2:10][CH2:9][C:8]2[CH:11]=[CH:12][C:13]([NH2:15])=[CH:14][C:7]=2[CH2:6][CH2:5]1)[CH2:2][CH3:3].[C:16]([NH:19][C:20]1[CH:25]=[CH:24][C:23]([S:26](Cl)(=[O:28])=[O:27])=[CH:22][CH:21]=1)(=[O:18])[CH3:17].C(N(CC)CC)C.Cl.[OH-].[Na+]. The catalyst class is: 7. (6) Reactant: [OH-].[K+].[F:3][C:4]1[CH:11]=[CH:10][C:7]([CH:8]=O)=[CH:6][CH:5]=1.[C:12]1(=[O:18])[CH2:17][CH2:16][CH2:15][CH2:14][CH2:13]1.Cl. Product: [F:3][C:4]1[CH:11]=[CH:10][C:7]([CH:8]=[C:13]2[CH2:14][CH2:15][CH2:16][CH2:17][C:12]2=[O:18])=[CH:6][CH:5]=1. The catalyst class is: 25. (7) Reactant: [NH2:1][C:2]1[CH:10]=[CH:9][C:5]([CH2:6][CH2:7][OH:8])=[CH:4][CH:3]=1.[CH2:11]([O:13][C:14](=[O:27])[CH:15]([O:24][CH2:25][CH3:26])[CH2:16][C:17]1[CH:22]=[CH:21][C:20](O)=[CH:19][CH:18]=1)[CH3:12].N(C(N1CCCCC1)=O)=NC(N1CCCCC1)=O.C1(P(C2C=CC=CC=2)C2C=CC=CC=2)C=CC=CC=1. Product: [CH2:11]([O:13][C:14](=[O:27])[CH:15]([O:24][CH2:25][CH3:26])[CH2:16][C:17]1[CH:22]=[CH:21][C:20]([O:8][CH2:7][CH2:6][C:5]2[CH:9]=[CH:10][C:2]([NH2:1])=[CH:3][CH:4]=2)=[CH:19][CH:18]=1)[CH3:12]. The catalyst class is: 4. (8) Reactant: [NH2:1][C:2]1[CH:11]=[CH:10][CH:9]=[C:8]2[C:3]=1[CH2:4][CH2:5][CH2:6][C:7]2=[O:12].[Cl:13]N1C(=O)CCC1=O.O. Product: [NH2:1][C:2]1[CH:11]=[CH:10][C:9]([Cl:13])=[C:8]2[C:3]=1[CH2:4][CH2:5][CH2:6][C:7]2=[O:12]. The catalyst class is: 9. (9) Reactant: [CH2:1]([N:4]([CH2:8][C:9]1[CH:14]=[CH:13][C:12]([NH:15][CH2:16][C:17]2[CH:22]=[CH:21][C:20]([CH2:23][NH:24][CH2:25][C:26]3[NH:27][CH:28]=[CH:29][N:30]=3)=[CH:19][CH:18]=2)=[CH:11][CH:10]=1)[CH2:5][CH2:6][CH3:7])[CH2:2][CH3:3].[NH:31]1[CH:35]=[CH:34][C:33]([CH:36]=O)=[N:32]1.C([BH3-])#N.[Na+].[OH-].[Na+]. Product: [CH2:1]([N:4]([CH2:8][C:9]1[CH:10]=[CH:11][C:12]([NH:15][CH2:16][C:17]2[CH:18]=[CH:19][C:20]([CH2:23][N:24]([CH2:25][C:26]3[NH:30][CH:29]=[CH:28][N:27]=3)[CH2:36][C:33]3[NH:32][N:31]=[CH:35][CH:34]=3)=[CH:21][CH:22]=2)=[CH:13][CH:14]=1)[CH2:5][CH2:6][CH3:7])[CH2:2][CH3:3]. The catalyst class is: 130.